Dataset: Forward reaction prediction with 1.9M reactions from USPTO patents (1976-2016). Task: Predict the product of the given reaction. (1) Given the reactants [NH2:1][C:2]1[C:11]([SH:12])=[CH:10][C:5]([C:6]([O:8][CH3:9])=[O:7])=[C:4]([NH:13][C:14]2[CH:19]=[CH:18][CH:17]=[CH:16][C:15]=2[F:20])[C:3]=1[F:21].[CH3:22]C1C=CC(S(O)(=O)=O)=CC=1.O, predict the reaction product. The product is: [F:21][C:3]1[C:2]2[N:1]=[CH:22][S:12][C:11]=2[CH:10]=[C:5]([C:6]([O:8][CH3:9])=[O:7])[C:4]=1[NH:13][C:14]1[CH:19]=[CH:18][CH:17]=[CH:16][C:15]=1[F:20]. (2) Given the reactants [CH3:1][N:2]([CH3:32])[C:3]([C:5]1[N:26]([CH:27]2[CH2:31][CH2:30][CH2:29][CH2:28]2)[C:8]2[N:9]=[C:10]([NH:13][C:14]3[CH:19]=[CH:18][C:17]([N:20]4[CH2:25][CH2:24][NH:23][CH2:22][CH2:21]4)=[CH:16][N:15]=3)[N:11]=[CH:12][C:7]=2[CH:6]=1)=[O:4].[CH:33]1([C:36](Cl)=[O:37])CC1.CC[N:41](CC)CC, predict the reaction product. The product is: [CH3:1][N:2]([CH3:32])[C:3]([C:5]1[N:26]([CH:27]2[CH2:31][CH2:30][CH2:29][CH2:28]2)[C:8]2[N:9]=[C:10]([NH:13][C:14]3[CH:19]=[CH:18][C:17]([N:20]4[CH2:21][CH2:22][N:23]([CH2:33][C:36](=[O:37])[NH2:41])[CH2:24][CH2:25]4)=[CH:16][N:15]=3)[N:11]=[CH:12][C:7]=2[CH:6]=1)=[O:4]. (3) Given the reactants [NH:1]([C:6]([O:8][C:9]([CH3:12])([CH3:11])[CH3:10])=[O:7])[CH2:2][C:3]([OH:5])=O.CN1CCOCC1.C(O)(C(F)(F)F)=O.[NH2:27][C@H:28]([C:36]([N:38]1[CH2:45][CH2:44][CH2:43][C@H:39]1[C:40]([NH2:42])=[O:41])=[O:37])[CH2:29][C:30]1[CH:35]=[CH:34][CH:33]=[CH:32][CH:31]=1.CCN(C(C)C)C(C)C, predict the reaction product. The product is: [NH:1]([C:6]([O:8][C:9]([CH3:12])([CH3:11])[CH3:10])=[O:7])[CH2:2][C:3]([NH:27][C@H:28]([C:36]([N:38]1[CH2:45][CH2:44][CH2:43][C@H:39]1[C:40]([NH2:42])=[O:41])=[O:37])[CH2:29][C:30]1[CH:31]=[CH:32][CH:33]=[CH:34][CH:35]=1)=[O:5]. (4) Given the reactants [H-].[Na+].[N:3]1[CH:8]=[CH:7][CH:6]=[C:5]([CH2:9][OH:10])[CH:4]=1.Br[CH2:12][C:13]([O:15][CH2:16][CH3:17])=[O:14], predict the reaction product. The product is: [N:3]1[CH:8]=[CH:7][CH:6]=[C:5]([CH2:9][O:10][CH2:12][C:13]([O:15][CH2:16][CH3:17])=[O:14])[CH:4]=1. (5) The product is: [C:16]([N:13]1[CH2:14][CH2:15][C:10]([C:6]2[CH:7]=[CH:8][CH:9]=[C:4]([N+:1]([O-:3])=[O:2])[CH:5]=2)=[CH:11][CH2:12]1)(=[O:18])[CH3:17]. Given the reactants [N+:1]([C:4]1[CH:5]=[C:6]([C:10]2[CH:15]=[CH:14][N:13]=[CH:12][CH:11]=2)[CH:7]=[CH:8][CH:9]=1)([O-:3])=[O:2].[C:16](OC(=O)C)(=[O:18])[CH3:17].[BH4-].[Na+], predict the reaction product. (6) Given the reactants C(OC([N:8]1[CH2:13][CH:12]2[CH2:14][CH:9]1[CH2:10][N:11]2[C:15](=[O:21])[CH2:16][O:17]C(=O)C)=O)(C)(C)C.[ClH:22], predict the reaction product. The product is: [ClH:22].[CH:12]12[CH2:14][CH:9]([NH:8][CH2:13]1)[CH2:10][N:11]2[C:15](=[O:21])[CH2:16][OH:17].